Dataset: Forward reaction prediction with 1.9M reactions from USPTO patents (1976-2016). Task: Predict the product of the given reaction. The product is: [CH3:24][C:25]([CH3:37])([CH2:26][C:27]([C:13]1[CH:12]=[CH:11][CH:10]=[CH:9][C:8]=1[C:5]1[CH:4]=[CH:3][C:2]([NH:1][C:30]2[O:31][C:27]3[CH:26]=[C:25]([CH3:24])[CH:37]=[CH:36][C:28]=3[N:29]=2)=[CH:7][CH:6]=1)=[O:31])[C:41]([OH:42])=[O:38]. Given the reactants [NH2:1][C:2]1[CH:7]=[CH:6][C:5]([C:8]2[CH:13]=[CH:12][C:11](C(=O)CC(C)(C)C(OC)=O)=[CH:10][CH:9]=2)=[CH:4][CH:3]=1.[CH3:24][C:25]1[CH:37]=[CH:36][C:28]2[N:29]=[C:30](S(C)(=O)=O)[O:31][C:27]=2[CH:26]=1.[OH-:38].[Na+].Cl.[CH3:41][OH:42], predict the reaction product.